Dataset: Forward reaction prediction with 1.9M reactions from USPTO patents (1976-2016). Task: Predict the product of the given reaction. (1) Given the reactants [OH:1][C:2]1[CH:19]=[CH:18][C:5]2[N:6]([CH2:15][O:16][CH3:17])[C:7](=[O:14])[C:8]3[CH:9]=[CH:10][CH:11]=[N:12][C:13]=3[C:4]=2[CH:3]=1.C(=O)([O-])[O-].[K+].[K+].[I-].[K+].Cl.[CH3:29][N:30]([CH2:32][CH2:33]Cl)[CH3:31], predict the reaction product. The product is: [CH3:29][N:30]([CH3:31])[CH2:32][CH2:33][O:1][C:2]1[CH:19]=[CH:18][C:5]2[N:6]([CH2:15][O:16][CH3:17])[C:7](=[O:14])[C:8]3[CH:9]=[CH:10][CH:11]=[N:12][C:13]=3[C:4]=2[CH:3]=1. (2) Given the reactants [CH2:1]([O:3][C:4]([C:6]1[C:7]2[CH:15]=[CH:14][C:13]([C:16]3[CH:21]=[CH:20][C:19]([F:22])=[CH:18][CH:17]=3)=[CH:12][C:8]=2[S:9][C:10]=1[NH2:11])=[O:5])[CH3:2].[C:23](O[C:23]([O:25][C:26]([CH3:29])([CH3:28])[CH3:27])=[O:24])([O:25][C:26]([CH3:29])([CH3:28])[CH3:27])=[O:24], predict the reaction product. The product is: [CH2:1]([O:3][C:4]([C:6]1[C:7]2[CH:15]=[CH:14][C:13]([C:16]3[CH:21]=[CH:20][C:19]([F:22])=[CH:18][CH:17]=3)=[CH:12][C:8]=2[S:9][C:10]=1[NH:11][C:23]([O:25][C:26]([CH3:29])([CH3:28])[CH3:27])=[O:24])=[O:5])[CH3:2].